Dataset: Forward reaction prediction with 1.9M reactions from USPTO patents (1976-2016). Task: Predict the product of the given reaction. (1) The product is: [Cl:29][C:25]1[CH:26]=[CH:27][CH:28]=[C:23]([Cl:22])[C:24]=1[C:30]1[C:34]([CH2:35][O:1][C:2]2[CH:3]=[CH:4][C:5]([C:8]3[CH:9]=[C:10]4[C:15](=[CH:16][CH:17]=3)[CH:14]([C:18]([O:20][CH3:21])=[O:19])[CH2:13][CH2:12][CH2:11]4)=[CH:6][CH:7]=2)=[C:33]([CH:37]([CH3:39])[CH3:38])[O:32][N:31]=1. Given the reactants [OH:1][C:2]1[CH:7]=[CH:6][C:5]([C:8]2[CH:9]=[C:10]3[C:15](=[CH:16][CH:17]=2)[CH:14]([C:18]([O:20][CH3:21])=[O:19])[CH2:13][CH2:12][CH2:11]3)=[CH:4][CH:3]=1.[Cl:22][C:23]1[CH:28]=[CH:27][CH:26]=[C:25]([Cl:29])[C:24]=1[C:30]1[C:34]([CH2:35]O)=[C:33]([CH:37]([CH3:39])[CH3:38])[O:32][N:31]=1.C1(P(C2C=CC=CC=2)C2C=CC=CC=2)C=CC=CC=1.N(C(OC(C)C)=O)=NC(OC(C)C)=O, predict the reaction product. (2) Given the reactants [F:1][C:2]1[CH:9]=[CH:8][CH:7]=[C:6]([F:10])[C:3]=1[CH2:4]Br.[CH2:11]([CH2:13][NH2:14])[OH:12], predict the reaction product. The product is: [F:1][C:2]1[CH:9]=[CH:8][CH:7]=[C:6]([F:10])[C:3]=1[CH2:4][NH:14][CH2:13][CH2:11][OH:12]. (3) Given the reactants Br.[Cl:2][C:3]1[CH:8]=[CH:7][C:6]([N+:9]([O-:11])=[O:10])=[CH:5][C:4]=1[C:12]1[N:13]=[C:14]([NH2:17])[S:15][CH:16]=1.[Cl:18][C:19]1[CH:24]=[C:23]([Cl:25])[CH:22]=[C:21]([CH3:26])[C:20]=1[S:27](Cl)(=[O:29])=[O:28], predict the reaction product. The product is: [Cl:18][C:19]1[CH:24]=[C:23]([Cl:25])[CH:22]=[C:21]([CH3:26])[C:20]=1[S:27]([NH:17][C:14]1[S:15][CH:16]=[C:12]([C:4]2[CH:5]=[C:6]([N+:9]([O-:11])=[O:10])[CH:7]=[CH:8][C:3]=2[Cl:2])[N:13]=1)(=[O:29])=[O:28]. (4) The product is: [Cl:8][C:6]1[CH:5]=[CH:4][C:3]2[O:9][C:12](=[S:13])[NH:1][C:2]=2[CH:7]=1. Given the reactants [NH2:1][C:2]1[CH:7]=[C:6]([Cl:8])[CH:5]=[CH:4][C:3]=1[OH:9].[OH-].[K+].[C:12](=S)=[S:13], predict the reaction product. (5) Given the reactants [F:1][C:2]1([F:30])[CH2:7][CH2:6][N:5]([C:8]([C:10]2[NH:11][C:12]3[C:17]([CH:18]=2)=[CH:16][C:15]([C:19]([N:21]2[CH2:26][CH2:25][N:24]([CH:27]([CH3:29])[CH3:28])[CH2:23][CH2:22]2)=[O:20])=[CH:14][CH:13]=3)=[O:9])[CH2:4][CH2:3]1.[H-].[Na+].CS(O[CH2:38][C:39]([F:42])([F:41])[F:40])(=O)=O, predict the reaction product. The product is: [F:30][C:2]1([F:1])[CH2:7][CH2:6][N:5]([C:8]([C:10]2[N:11]([CH2:38][C:39]([F:42])([F:41])[F:40])[C:12]3[C:17]([CH:18]=2)=[CH:16][C:15]([C:19]([N:21]2[CH2:22][CH2:23][N:24]([CH:27]([CH3:28])[CH3:29])[CH2:25][CH2:26]2)=[O:20])=[CH:14][CH:13]=3)=[O:9])[CH2:4][CH2:3]1.